This data is from Forward reaction prediction with 1.9M reactions from USPTO patents (1976-2016). The task is: Predict the product of the given reaction. (1) Given the reactants [N+:1]([C:4]1[CH:9]=[CH:8][CH:7]=[CH:6][C:5]=1[C:10]1[CH:15]=[CH:14][CH:13]=[CH:12][CH:11]=1)([O-:3])=[O:2].[Br:16]Br.S(=O)(=O)(O)[O-].[Na+], predict the reaction product. The product is: [Br:16][C:13]1[CH:12]=[CH:11][C:10]([C:5]2[CH:6]=[CH:7][CH:8]=[CH:9][C:4]=2[N+:1]([O-:3])=[O:2])=[CH:15][CH:14]=1. (2) Given the reactants C([N:8]1[CH2:12][C@:11]2([O:23][C:24]([O:26][C:27]([CH3:30])([CH3:29])[CH3:28])=[O:25])[CH2:13][N:14]([C:16]([O:18][C:19]([CH3:22])([CH3:21])[CH3:20])=[O:17])[CH2:15][C@@H:10]2[CH2:9]1)C1C=CC=CC=1, predict the reaction product. The product is: [C:27]([O:26][C:24]([O:23][C@@:11]12[CH2:13][N:14]([C:16]([O:18][C:19]([CH3:22])([CH3:21])[CH3:20])=[O:17])[CH2:15][C@@H:10]1[CH2:9][NH:8][CH2:12]2)=[O:25])([CH3:30])([CH3:29])[CH3:28]. (3) Given the reactants COC([N:5]1[C:13]2[C:8](=[C:9]([NH:14][C:15]([NH:17][CH:18]3[C:27]4[C:22](=[CH:23][CH:24]=[C:25]([F:28])[CH:26]=4)[O:21][CH2:20][CH2:19]3)=[O:16])[CH:10]=[CH:11][CH:12]=2)[CH:7]=[N:6]1)=O.COC(N1C2C(=C(NC(NC3C4C(=CC(C(C)(C)C)=CC=4)OCC3)=O)C=CC=2)C=N1)=O, predict the reaction product. The product is: [F:28][C:25]1[CH:26]=[C:27]2[C:22](=[CH:23][CH:24]=1)[O:21][CH2:20][CH2:19][CH:18]2[NH:17][C:15]([NH:14][C:9]1[CH:10]=[CH:11][CH:12]=[C:13]2[C:8]=1[CH:7]=[N:6][NH:5]2)=[O:16]. (4) Given the reactants C[O:2][C:3]([C:5]1[CH:6]=[N:7][C:8]([C:11]2[CH:12]=[N:13][CH:14]=[CH:15][CH:16]=2)=[N:9][CH:10]=1)=[O:4].[Li+].[OH-], predict the reaction product. The product is: [N:13]1[CH:14]=[CH:15][CH:16]=[C:11]([C:8]2[N:7]=[CH:6][C:5]([C:3]([OH:4])=[O:2])=[CH:10][N:9]=2)[CH:12]=1. (5) Given the reactants Br[C:2]1[CH:3]=[C:4]([CH:7]=[C:8]([O:14][CH2:15][CH3:16])[C:9]=1[O:10]COC)[CH:5]=[O:6].[C:17]([Cu])#[N:18].CCOC(C)=O, predict the reaction product. The product is: [CH2:15]([O:14][C:8]1[C:9]([OH:10])=[C:2]([CH:3]=[C:4]([CH:5]=[O:6])[CH:7]=1)[C:17]#[N:18])[CH3:16].